This data is from Peptide-MHC class II binding affinity with 134,281 pairs from IEDB. The task is: Regression. Given a peptide amino acid sequence and an MHC pseudo amino acid sequence, predict their binding affinity value. This is MHC class II binding data. (1) The peptide sequence is ELQHIILNASYITPY. The MHC is DRB3_0101 with pseudo-sequence DRB3_0101. The binding affinity (normalized) is 0.358. (2) The peptide sequence is EKKYFAATQFEPLAA. The MHC is DRB1_1302 with pseudo-sequence DRB1_1302. The binding affinity (normalized) is 0.420. (3) The peptide sequence is APTGMFVAAAKYMVI. The MHC is HLA-DPA10201-DPB10101 with pseudo-sequence HLA-DPA10201-DPB10101. The binding affinity (normalized) is 0.436. (4) The peptide sequence is RRAIDLPTHENHGLK. The MHC is DRB1_0701 with pseudo-sequence DRB1_0701. The binding affinity (normalized) is 0. (5) The peptide sequence is VTSAPDTRPAP. The MHC is DRB1_1501 with pseudo-sequence DRB1_1501. The binding affinity (normalized) is 0. (6) The peptide sequence is IGLQYLGYVIRDLAA. The MHC is DRB1_0701 with pseudo-sequence DRB1_0701. The binding affinity (normalized) is 0.580.